Dataset: Catalyst prediction with 721,799 reactions and 888 catalyst types from USPTO. Task: Predict which catalyst facilitates the given reaction. (1) Reactant: [Li]CCCC.[C:6]1([C:12]([C:61]2[CH:66]=[CH:65][CH:64]=[CH:63][CH:62]=2)([C:55]2[CH:60]=[CH:59][CH:58]=[CH:57][CH:56]=2)[C:13]2[CH:14]=[CH:15][C:16]3[N:17]([C:45]4[CH:50]=[CH:49][C:48]([C:51]([CH3:54])([CH3:53])[CH3:52])=[CH:47][CH:46]=4)[C:18]4[C:23]([C:24]=3[CH:25]=2)=[CH:22][C:21](C(C2C=CC=CC=2)(C2C=CC=CC=2)C2C=CC=CC=2)=[CH:20][CH:19]=4)[CH:11]=[CH:10][CH:9]=[CH:8][CH:7]=1.Cl[Si:68]([C:81]1[CH:86]=[CH:85][CH:84]=[CH:83][CH:82]=1)([C:75]1[CH:80]=[CH:79][CH:78]=[CH:77][CH:76]=1)[C:69]1[CH:74]=[CH:73][CH:72]=[CH:71][CH:70]=1. Product: [C:55]1([C:12]([C:61]2[CH:62]=[CH:63][CH:64]=[CH:65][CH:66]=2)([C:6]2[CH:7]=[CH:8][CH:9]=[CH:10][CH:11]=2)[C:13]2[CH:14]=[CH:15][C:16]3[N:17]([C:45]4[CH:46]=[CH:47][C:48]([C:51]([CH3:53])([CH3:54])[CH3:52])=[CH:49][CH:50]=4)[C:18]4[C:23]([C:24]=3[CH:25]=2)=[CH:22][C:21]([Si:68]([C:75]2[CH:76]=[CH:77][CH:78]=[CH:79][CH:80]=2)([C:81]2[CH:86]=[CH:85][CH:84]=[CH:83][CH:82]=2)[C:69]2[CH:70]=[CH:71][CH:72]=[CH:73][CH:74]=2)=[CH:20][CH:19]=4)[CH:56]=[CH:57][CH:58]=[CH:59][CH:60]=1. The catalyst class is: 1. (2) Product: [Cl:17][C:18]1[CH:23]=[C:22]([C:24]2([C:26]([F:29])([F:27])[F:28])[O:1][N:2]=[C:3]([C:4]3[CH:15]=[CH:14][C:7]4[B:8]([OH:13])[O:9][C:10]([CH3:12])([CH3:11])[C:6]=4[CH:5]=3)[CH2:25]2)[CH:21]=[C:20]([Cl:30])[C:19]=1[O:31][C:32]([F:33])([F:35])[F:34]. The catalyst class is: 3. Reactant: [OH:1]/[N:2]=[C:3](\Cl)/[C:4]1[CH:15]=[CH:14][C:7]2[B:8]([OH:13])[O:9][C:10]([CH3:12])([CH3:11])[C:6]=2[CH:5]=1.[Cl:17][C:18]1[CH:23]=[C:22]([C:24]([C:26]([F:29])([F:28])[F:27])=[CH2:25])[CH:21]=[C:20]([Cl:30])[C:19]=1[O:31][C:32]([F:35])([F:34])[F:33]. (3) Reactant: [C:1]12([CH2:11][O:12][C:13]3[C:28]([C:29](O)([CH3:31])[CH3:30])=[CH:27][C:16]([C:17]([NH:19][S:20]([N:23]4[CH2:26][CH2:25][CH2:24]4)(=[O:22])=[O:21])=[O:18])=[C:15]([F:33])[CH:14]=3)[CH2:10][CH:5]3[CH2:6][CH:7]([CH2:9][CH:3]([CH2:4]3)[CH2:2]1)[CH2:8]2.C(N(S(F)(F)[F:40])CC)C.C(#N)C.O. Product: [C:1]12([CH2:11][O:12][C:13]3[C:28]([C:29]([F:40])([CH3:30])[CH3:31])=[CH:27][C:16]([C:17]([NH:19][S:20]([N:23]4[CH2:26][CH2:25][CH2:24]4)(=[O:22])=[O:21])=[O:18])=[C:15]([F:33])[CH:14]=3)[CH2:8][CH:7]3[CH2:9][CH:3]([CH2:4][CH:5]([CH2:6]3)[CH2:10]1)[CH2:2]2. The catalyst class is: 4. (4) Reactant: [OH:1][CH2:2][C:3]1[O:7][N:6]=[C:5]([C:8]([O:10][CH2:11][CH3:12])=[O:9])[CH:4]=1.[Cl:13][C:14]1[CH:19]=[CH:18][CH:17]=[CH:16][C:15]=1O.C1(P(C2C=CC=CC=2)C2C=CC=CC=2)C=CC=CC=1.C(N(CC)CC)C.N(C(OC(C)C)=O)=NC(OC(C)C)=O. Product: [Cl:13][C:14]1[CH:19]=[CH:18][CH:17]=[CH:16][C:15]=1[O:1][CH2:2][C:3]1[O:7][N:6]=[C:5]([C:8]([O:10][CH2:11][CH3:12])=[O:9])[CH:4]=1. The catalyst class is: 132. (5) Reactant: [Li+].C[Si]([N-][Si](C)(C)C)(C)C.[F:11][C:12]1[CH:18]=[C:17]([I:19])[CH:16]=[CH:15][C:13]=1[NH2:14].F[C:21]1[C:26]([F:27])=[C:25]([F:28])[CH:24]=[C:23]([F:29])[C:22]=1[N+:30]([O-:32])=[O:31].C(OCC)(=O)C. Product: [F:11][C:12]1[CH:18]=[C:17]([I:19])[CH:16]=[CH:15][C:13]=1[NH:14][C:21]1[C:22]([N+:30]([O-:32])=[O:31])=[C:23]([F:29])[CH:24]=[C:25]([F:28])[C:26]=1[F:27]. The catalyst class is: 134. (6) Reactant: [CH3:1][O:2][S:3]([O-:6])(=[O:5])=[O:4].[CH3:7][N+:8]([CH3:23])([CH3:22])[CH2:9][CH2:10][N:11]([CH3:21])[C:12]1[CH:17]=[CH:16][C:15]([N+:18]([O-])=O)=[CH:14][CH:13]=1.[H][H]. Product: [CH3:1][O:2][S:3]([O-:6])(=[O:5])=[O:4].[NH2:18][C:15]1[CH:14]=[CH:13][C:12]([N:11]([CH3:21])[CH2:10][CH2:9][N+:8]([CH3:23])([CH3:22])[CH3:7])=[CH:17][CH:16]=1. The catalyst class is: 522. (7) Reactant: CN.[NH:3]1[C:11]2[C:6](=[CH:7][C:8]([NH:12][CH:13]3[CH2:18][CH2:17][CH2:16][N:15]([CH:19]([C:23]4[CH:28]=[CH:27][CH:26]=[CH:25][CH:24]=4)[C:20](O)=[O:21])[CH2:14]3)=[CH:9][CH:10]=2)[CH:5]=[N:4]1.Cl.[CH2:30]([N:32]=C=NCCCN(C)C)C.ON1C2C=CC=CC=2N=N1.CN(C1C=CC=CN=1)C.C(=O)([O-])O.[Na+]. Product: [CH3:30][NH:32][C:20](=[O:21])[CH:19]([N:15]1[CH2:16][CH2:17][CH2:18][CH:13]([NH:12][C:8]2[CH:7]=[C:6]3[C:11](=[CH:10][CH:9]=2)[NH:3][N:4]=[CH:5]3)[CH2:14]1)[C:23]1[CH:28]=[CH:27][CH:26]=[CH:25][CH:24]=1. The catalyst class is: 9.